From a dataset of Full USPTO retrosynthesis dataset with 1.9M reactions from patents (1976-2016). Predict the reactants needed to synthesize the given product. (1) The reactants are: [CH3:1][O:2][C:3](=[O:41])[C@H:4]([NH:27][S:28]([C:31]1[CH:40]=[CH:39][C:34]2[N:35]=[C:36](Cl)[S:37][C:33]=2[CH:32]=1)(=[O:30])=[O:29])[CH2:5][C:6]1[CH:11]=[CH:10][C:9]([O:12][CH2:13][CH2:14][CH2:15][N:16]2[C:20](=[O:21])[C:19]3=[CH:22][CH:23]=[CH:24][CH:25]=[C:18]3[C:17]2=[O:26])=[CH:8][CH:7]=1.C([O-])([O-])=O.[K+].[K+].O.[CH2:49]([O:51][C:52](=O)[CH3:53])C. Given the product [CH3:1][O:2][C:3](=[O:41])[C@H:4]([NH:27][S:28]([C:31]1[CH:40]=[CH:39][C:34]2[N:35]=[C:36]([S:28][C:31]3[CH:40]=[CH:53][C:52]([O:51][CH3:49])=[CH:33][CH:32]=3)[S:37][C:33]=2[CH:32]=1)(=[O:30])=[O:29])[CH2:5][C:6]1[CH:11]=[CH:10][C:9]([O:12][CH2:13][CH2:14][CH2:15][N:16]2[C:20](=[O:21])[C:19]3=[CH:22][CH:23]=[CH:24][CH:25]=[C:18]3[C:17]2=[O:26])=[CH:8][CH:7]=1, predict the reactants needed to synthesize it. (2) Given the product [Cl:1][C:2]1[C:3]([C:4]([OH:6])=[O:5])=[CH:7][CH:8]=[C:9]2[C:10]=1[NH:11][CH:18]=[CH:17]2, predict the reactants needed to synthesize it. The reactants are: [Cl:1][C:2]1[C:10]([N+:11]([O-])=O)=[CH:9][CH:8]=[CH:7][C:3]=1[C:4]([OH:6])=[O:5].[N+]([C:17]1C=CC=C[C:18]=1C(O)=O)([O-])=O.[NH4+].[Cl-]. (3) Given the product [F:29][C:2]1([F:1])[CH2:7][CH2:6][N:5]([C:8]([C:10]2[N:11]([CH2:37][C:38]([F:41])([F:40])[F:39])[C:12]3[C:17]([CH:18]=2)=[CH:16][C:15]([C:19]([N:21]2[CH2:25][CH2:24][CH:23]([N:26]([CH3:27])[CH3:28])[CH2:22]2)=[O:20])=[CH:14][CH:13]=3)=[O:9])[CH2:4][CH2:3]1, predict the reactants needed to synthesize it. The reactants are: [F:1][C:2]1([F:29])[CH2:7][CH2:6][N:5]([C:8]([C:10]2[NH:11][C:12]3[C:17]([CH:18]=2)=[CH:16][C:15]([C:19]([N:21]2[CH2:25][CH2:24][CH:23]([N:26]([CH3:28])[CH3:27])[CH2:22]2)=[O:20])=[CH:14][CH:13]=3)=[O:9])[CH2:4][CH2:3]1.[H-].[Na+].CS(O[CH2:37][C:38]([F:41])([F:40])[F:39])(=O)=O. (4) Given the product [Cl:18][C:13]1[C:14]2[C:5]([N:6]=[C:7]3[C:12]=1[CH:11]=[CH:10][CH:9]=[CH:8]3)=[CH:4][CH:3]=[CH:2][CH:1]=2, predict the reactants needed to synthesize it. The reactants are: [CH:1]1[C:14]2[C:13](=O)[C:12]3[C:7](=[CH:8][CH:9]=[CH:10][CH:11]=3)[NH:6][C:5]=2[CH:4]=[CH:3][CH:2]=1.S(Cl)([Cl:18])=O.